This data is from Reaction yield outcomes from USPTO patents with 853,638 reactions. The task is: Predict the reaction yield, written as a fraction of the theoretical maximum amount of product (1.0 means a 100% yield; for example, 0.34 means a 34% yield). (1) The reactants are F[C:2]1[CH:7]=[C:6]([F:8])[CH:5]=[CH:4][C:3]=1[C:9](=O)[CH2:10][CH3:11].C([O-])(=O)C.[Na+].S(O)(=O)(=O)C.[CH:23]1([NH:29][NH2:30])[CH2:28][CH2:27][CH2:26][CH2:25][CH2:24]1.Cl. The catalyst is C1(C)C=CC=CC=1. The product is [CH:23]1([N:29]2[C:2]3[C:3](=[CH:4][CH:5]=[C:6]([F:8])[CH:7]=3)[C:9]([CH2:10][CH3:11])=[N:30]2)[CH2:28][CH2:27][CH2:26][CH2:25][CH2:24]1. The yield is 0.980. (2) The reactants are [C:1]([NH:4][CH2:5][CH2:6][CH2:7][S:8]([O:11][CH2:12][C:13]([CH3:44])([CH3:43])[C@@H:14]([O:35]CC1C=CC=CC=1)[C:15]([O:17][CH2:18][CH2:19][O:20][C:21](=[O:34])[C:22]([CH3:33])([CH3:32])[CH2:23][O:24]CC1C=CC=CC=1)=[O:16])(=[O:10])=[O:9])(=[O:3])[CH3:2]. The catalyst is [Pd].CO. The product is [C:1]([NH:4][CH2:5][CH2:6][CH2:7][S:8]([O:11][CH2:12][C:13]([CH3:44])([CH3:43])[C@@H:14]([OH:35])[C:15]([O:17][CH2:18][CH2:19][O:20][C:21](=[O:34])[C:22]([CH3:32])([CH3:33])[CH2:23][OH:24])=[O:16])(=[O:10])=[O:9])(=[O:3])[CH3:2]. The yield is 0.250. (3) The reactants are [C:1]([O:5][C:6]([NH:8][C@@H:9]([CH3:12])[CH2:10][OH:11])=[O:7])([CH3:4])([CH3:3])[CH3:2].CC(OI1(OC(C)=O)(OC(C)=O)OC(=O)C2C=CC=CC1=2)=O.S(=O)(O)[O-].[Na+]. The catalyst is C(Cl)Cl.C(OCC)(=O)C. The product is [C:1]([O:5][C:6]([NH:8][C@@H:9]([CH3:12])[CH:10]=[O:11])=[O:7])([CH3:4])([CH3:3])[CH3:2]. The yield is 0.920. (4) The reactants are [C:1]([C:3]1([C:13]2[CH:18]=[CH:17][CH:16]=[CH:15][CH:14]=2)[CH2:8][CH2:7][CH:6]([NH:9][CH2:10][CH2:11][NH2:12])[CH2:5][CH2:4]1)#N.S(=O)(=O)(O)[OH:20].[CH3:24][OH:25]. No catalyst specified. The product is [CH3:24][O:25][C:1]([C:3]1([C:13]2[CH:18]=[CH:17][CH:16]=[CH:15][CH:14]=2)[CH2:8][CH2:7][CH:6]([NH:9][CH2:10][CH2:11][NH2:12])[CH2:5][CH2:4]1)=[O:20]. The yield is 0.760.